This data is from Full USPTO retrosynthesis dataset with 1.9M reactions from patents (1976-2016). The task is: Predict the reactants needed to synthesize the given product. (1) Given the product [CH3:18][O:17][C:15]([NH:14][C:5]([CH3:13])([CH2:6][CH2:7][C:8]1[S:9][CH:10]=[CH:11][CH:12]=1)[CH2:4][OH:3])=[O:16], predict the reactants needed to synthesize it. The reactants are: C([O:3][C:4](=O)[C:5]([NH:14][C:15]([O:17][CH3:18])=[O:16])([CH3:13])[CH2:6][CH2:7][C:8]1[S:9][CH:10]=[CH:11][CH:12]=1)C.[BH4-].[Na+].[Cl-].[Li+]. (2) Given the product [CH2:1]([O:8][C:9]([N:11]1[CH2:16][CH2:15][CH2:14][CH2:13][C@H:12]1[C:17]1[NH:21][C:20]2[CH:22]=[CH:23][C:24]([C:27]#[CH:28])=[CH:25][C:19]=2[N:18]=1)=[O:10])[C:2]1[CH:7]=[CH:6][CH:5]=[CH:4][CH:3]=1.[CH2:1]([O:8][C:9]([N:11]1[CH2:16][CH2:15][CH2:14][CH2:13][C@H:12]1[C:17]1[NH:21][C:20]2[CH:22]=[CH:23][C:24]([C:28]#[C:27][Si:29]([CH3:32])([CH3:31])[CH3:30])=[CH:25][C:19]=2[N:18]=1)=[O:10])[C:2]1[CH:7]=[CH:6][CH:5]=[CH:4][CH:3]=1, predict the reactants needed to synthesize it. The reactants are: [CH2:1]([O:8][C:9]([N:11]1[CH2:16][CH2:15][CH2:14][CH2:13][C@H:12]1[C:17]1[NH:21][C:20]2[CH:22]=[CH:23][C:24](I)=[CH:25][C:19]=2[N:18]=1)=[O:10])[C:2]1[CH:7]=[CH:6][CH:5]=[CH:4][CH:3]=1.[C:27]([Si:29]([CH3:32])([CH3:31])[CH3:30])#[CH:28]. (3) Given the product [C:4]1([C@@H:1]([OH:3])[CH3:2])[CH:9]=[CH:8][CH:7]=[CH:6][CH:5]=1, predict the reactants needed to synthesize it. The reactants are: [C:1]([C:4]1[CH:9]=[CH:8][CH:7]=[CH:6][CH:5]=1)(=[O:3])[CH3:2].